From a dataset of Peptide-MHC class I binding affinity with 185,985 pairs from IEDB/IMGT. Regression. Given a peptide amino acid sequence and an MHC pseudo amino acid sequence, predict their binding affinity value. This is MHC class I binding data. (1) The peptide sequence is FLKEEGGL. The MHC is HLA-A32:01 with pseudo-sequence HLA-A32:01. The binding affinity (normalized) is 0. (2) The peptide sequence is HPRQFLAFL. The MHC is HLA-A02:03 with pseudo-sequence HLA-A02:03. The binding affinity (normalized) is 0.0847. (3) The peptide sequence is KVDDTFYYV. The MHC is HLA-A02:02 with pseudo-sequence HLA-A02:02. The binding affinity (normalized) is 0.597.